Dataset: Full USPTO retrosynthesis dataset with 1.9M reactions from patents (1976-2016). Task: Predict the reactants needed to synthesize the given product. (1) Given the product [OH:27][NH:26][C:18](=[O:19])[C:17]1[CH:22]=[CH:23][C:14]([S:13][C:6]2[C:7]3[C:12](=[CH:11][CH:10]=[CH:9][CH:8]=3)[N:4]3[CH2:3][N:2]([CH3:1])[CH2:25][CH2:24][C:5]=23)=[CH:15][CH:16]=1, predict the reactants needed to synthesize it. The reactants are: [CH3:1][N:2]1[CH2:25][CH2:24][C:5]2=[C:6]([S:13][C:14]3[CH:23]=[CH:22][C:17]([C:18](OC)=[O:19])=[CH:16][CH:15]=3)[C:7]3[C:12]([N:4]2[CH2:3]1)=[CH:11][CH:10]=[CH:9][CH:8]=3.[NH2:26][OH:27].Cl.C[O-].[Na+]. (2) Given the product [Cl:16][C:14]1[CH:13]=[CH:12][C:11]([N:17]2[N:18]=[CH:19][CH:20]=[N:21]2)=[C:10]([CH:15]=1)[C:9]([NH:8][C@H:4]1[CH2:5][CH2:6][CH2:7][C@@H:3]1[NH:2][C:24]1[CH:29]=[CH:28][C:27]([O:30][C:31]([F:32])([F:34])[F:33])=[CH:26][N:25]=1)=[O:22], predict the reactants needed to synthesize it. The reactants are: Cl.[NH2:2][C@H:3]1[CH2:7][CH2:6][CH2:5][C@@H:4]1[NH:8][C:9](=[O:22])[C:10]1[CH:15]=[C:14]([Cl:16])[CH:13]=[CH:12][C:11]=1[N:17]1[N:21]=[CH:20][CH:19]=[N:18]1.Br[C:24]1[CH:29]=[CH:28][C:27]([O:30][C:31]([F:34])([F:33])[F:32])=[CH:26][N:25]=1.CC(C)([O-])C.[K+].C1C=CC(P(C2C(C3C(P(C4C=CC=CC=4)C4C=CC=CC=4)=CC=C4C=3C=CC=C4)=C3C(C=CC=C3)=CC=2)C2C=CC=CC=2)=CC=1. (3) The reactants are: Br[C:2]1[CH:10]=[C:9]2[C:5]([CH:6]=[N:7][NH:8]2)=[CH:4][CH:3]=1.[C:11]([O:15][C:16]([N:18]1[CH2:23][CH:22]=[C:21](B2OC(C)(C)C(C)(C)O2)[CH2:20][CH2:19]1)=[O:17])([CH3:14])([CH3:13])[CH3:12].C([O-])([O-])=O.[K+].[K+].C([O-])([O-])=O.[Na+].[Na+]. Given the product [C:11]([O:15][C:16]([N:18]1[CH2:19][CH:20]=[C:21]([C:2]2[CH:10]=[C:9]3[C:5]([CH:6]=[N:7][NH:8]3)=[CH:4][CH:3]=2)[CH2:22][CH2:23]1)=[O:17])([CH3:14])([CH3:12])[CH3:13], predict the reactants needed to synthesize it. (4) Given the product [Cl:24][C:20]1[CH:21]=[CH:22][CH:23]=[C:2]([C:59]#[N:60])[C:3]=1[CH2:4][N:5]1[C:13]2[C:8](=[CH:9][CH:10]=[C:11]([CH2:14][CH2:15][C:16]([OH:18])=[O:17])[CH:12]=2)[C:7]([CH3:19])=[N:6]1, predict the reactants needed to synthesize it. The reactants are: Cl[C:2]1[CH:23]=[CH:22][CH:21]=[C:20]([Cl:24])[C:3]=1[CH2:4][N:5]1[C:13]2[C:8](=[CH:9][CH:10]=[C:11]([CH2:14][CH2:15][C:16]([OH:18])=[O:17])[CH:12]=2)[C:7]([CH3:19])=[N:6]1.C1(P(C2CCCCC2)C2(C(C)C)CC(C(C)C)=CC(C(C)C)=C2C2C=CC=CC=2)CCCCC1.[CH3:59][N:60](C)C=O. (5) Given the product [NH2:20][CH2:19][CH2:18][NH:21][C:12](=[O:14])[CH2:11][C:10]1[C:9]2[C:4](=[CH:5][CH:6]=[C:7]([CH3:17])[CH:8]=2)[NH:3][C:2]=1[CH3:1], predict the reactants needed to synthesize it. The reactants are: [CH3:1][C:2]1[NH:3][C:4]2[C:9]([C:10]=1[CH2:11][C:12]([O:14]CC)=O)=[CH:8][C:7]([CH3:17])=[CH:6][CH:5]=2.[CH2:18]([NH2:21])[CH2:19][NH2:20]. (6) Given the product [NH:1]1[C:9]2[C:4](=[CH:5][CH:6]=[CH:7][CH:8]=2)[C:3]([C:10]2[C:15]([CH3:16])=[CH:14][N:13]=[C:12]([NH:17][C:18]3[CH:23]=[C:22]([NH2:24])[C:21]([N:27]4[CH2:28][CH2:29][N:30]([CH3:33])[CH2:31][CH2:32]4)=[CH:20][C:19]=3[O:34][CH3:35])[N:11]=2)=[CH:2]1, predict the reactants needed to synthesize it. The reactants are: [NH:1]1[C:9]2[C:4](=[CH:5][CH:6]=[CH:7][CH:8]=2)[C:3]([C:10]2[C:15]([CH3:16])=[CH:14][N:13]=[C:12]([NH:17][C:18]3[CH:23]=[C:22]([N+:24]([O-])=O)[C:21]([N:27]4[CH2:32][CH2:31][N:30]([CH3:33])[CH2:29][CH2:28]4)=[CH:20][C:19]=3[O:34][CH3:35])[N:11]=2)=[CH:2]1.[NH4+].[Cl-].O.C(Cl)Cl. (7) Given the product [Cl:1][C:2]1[CH:3]=[CH:4][C:5]([C:8]23[CH2:13][CH:12]2[CH2:11][N:10]([CH2:41][CH2:40][CH2:39][N:37]2[CH:38]=[C:33]([I:32])[C:34](=[O:52])[N:35]([C:44]([C:46]4[CH:51]=[CH:50][CH:49]=[CH:48][CH:47]=4)=[O:45])[C:36]2=[O:43])[CH2:9]3)=[CH:6][CH:7]=1, predict the reactants needed to synthesize it. The reactants are: [Cl:1][C:2]1[CH:7]=[CH:6][C:5]([C:8]23[CH2:13][CH:12]2[CH2:11][NH:10][CH2:9]3)=[CH:4][CH:3]=1.C(O)(=O)C.C(O[BH-](OC(=O)C)OC(=O)C)(=O)C.[Na+].[I:32][C:33]1[C:34](=[O:52])[N:35]([C:44]([C:46]2[CH:51]=[CH:50][CH:49]=[CH:48][CH:47]=2)=[O:45])[C:36](=[O:43])[N:37]([CH2:39][CH2:40][CH:41]=O)[CH:38]=1.